From a dataset of Experimentally validated miRNA-target interactions with 360,000+ pairs, plus equal number of negative samples. Binary Classification. Given a miRNA mature sequence and a target amino acid sequence, predict their likelihood of interaction. (1) The miRNA is hsa-miR-124-3p with sequence UAAGGCACGCGGUGAAUGCCAA. The protein sequence of the target gene is MAGEITETGELYSSYVGLVYMFNLIVGTGALTMPKAFATAGWLVSLVLLVFLGFMSFVTTTFVIEAMAAANAQLHWKRMENLKEEEDDDSSTASDSDVLIRDNYERAEKRPILSVQRRGSPNPFEITDRVEMGQMASMFFNKVGVNLFYFCIIVYLYGDLAIYAAAVPFSLMQVTCSATGNDSCGVEADTKYNDTDRCWGPLRRVDAYRIYLAIFTLLLGPFTFFDVQKTKYLQILTSLMRWIAFAVMIVLALIRIGHGQGEGHPPLADFSGVRNLFGVCVYSFMCQHSLPSLITPVSSK.... Result: 1 (interaction). (2) The miRNA is hsa-miR-4435 with sequence AUGGCCAGAGCUCACACAGAGG. The protein sequence of the target gene is MMPSCNRSCSCSRGPSVEDGKWYGVRSYLHLFYEDCAGTALSDDPEGPPVLCPRRPWPSLCWKISLSSGTLLLLLGVAALTTGYAVPPKLEGIGEGEFLVLDQRAADYNQALGTCRLAGTALCVAAGVLLAICLFWAMIGWLSQDTKAEPLDPEADSHVEVFGDEPEQQLSPIFRNASGQSWFSPPASPFGQSSVQTIQPKRDS. Result: 0 (no interaction). (3) The miRNA is hsa-miR-939-3p with sequence CCCUGGGCCUCUGCUCCCCAG. The protein sequence of the target gene is MKLEVFVPRAAHGDKQGSDLEGAGGSDAPSPLSAAGDDSLGSDGDCAANSPAAGGGARDTQGDGEQSAGGGPGAEEAIPAAAAAAVVAEGAEAGAAGPGAGGAGSGEGARSKPYTRRPKPPYSYIALIAMAIRDSAGGRLTLAEINEYLMGKFPFFRGSYTGWRNSVRHNLSLNDCFVKVLRDPSRPWGKDNYWMLNPNSEYTFADGVFRRRRKRLSHRAPVPAPGLRPEEAPGLPAAPPPAPAAPASPRMRSPARQEERASPAGKFSSSFAIDSILRKPFRSRRLRDTAPGTTLQWGAA.... Result: 0 (no interaction). (4) The miRNA is hsa-miR-1305 with sequence UUUUCAACUCUAAUGGGAGAGA. The protein sequence of the target gene is MNCEREQLRGNQEAAAAPDTMAQPYASAQFAPPQNGIPAEYTAPHPHPAPEYTGQTTVPEHTLNLYPPAQTHSEQSPADTSAQTVSGTATQTDDAAPTDGQPQTQPSENTENKSQPKRLHVSNIPFRFRDPDLRQMFGQFGKILDVEIIFNERGSKGFGFVTFENSADADRAREKLHGTVVEGRKIEVNNATARVMTNKKTVNPYTNGWKLNPVVGAVYSPEFYAGTVLLCQANQEGSSMYSAPSSLVYTSAMPGFPYPAATAAAAYRGAHLRGRGRTVYNTFRAAAPPPPIPAYGGVVY.... Result: 1 (interaction). (5) The protein sequence of the target gene is MQSPASRCGRALVALLLACGFLGVWGEKRGFPPAQATLSLLGTKEVMTPPTKTSWTRGSNSSLMRSSAPAEVTKGGRGAGVPPRSFPPPCQRNIEISKTFKYINTIVSCLVFVLGIIGNSTLLRIIYKNKCMRNGPNILIASLALGDLLHIIIDIPINTYKLLAEDWPFGAEMCKLVPFIQKASVGITVLSLCALSIDRYRAVASWSRIKGIGVPKWTAVEIVLIWVVSVVLAVPEAIGFDMITSDYKGKPLRVCMLNPFQKTAFMQFYKTAKDWWLFSFYFCLPLAITAVFYTLMTCEM.... The miRNA is mmu-miR-106a-5p with sequence CAAAGUGCUAACAGUGCAGGUAG. Result: 0 (no interaction). (6) The miRNA is hsa-miR-6722-3p with sequence UGCAGGGGUCGGGUGGGCCAGG. The protein sequence of the target gene is MKLQAVMETLLQRQQRARQELEARQQLPPDPPAAPPGRARAAPDEDREPESARMQRAQMAALAAMRAAAAGLGHPASPGGSEDGPPGSEEEDAAREGTPGSPGRGREGPGEEHFEDMASDEDMKPKWEEEEMEEDLGEDEEEEEEDYEDEEEEEDEEGLGPPGPASLGTTALFPRKAQPPQAFRGDGVPRVLGGQERPGPGPAHPGGAAHVAPQLQPPDHGDWTYEEQFKQLYELDGDPKRKEFLDDLFSFMQKRGTPVNRIPIMAKQVLDLFMLYVLVTEKGGLVEVINKKLWREITKG.... Result: 1 (interaction). (7) Result: 0 (no interaction). The protein sequence of the target gene is MAANKPKGQNSLALHKVIMVGSGGVGKSALTLQFMYDEFVEDYEPTKADSYRKKVVLDGEEVQIDILDTAGQEDYAAIRDNYFRSGEGFLCVFSITEMESFAATADFREQILRVKEDENVPFLLVGNKSDLEDKRQVSVEEAKNRAEQWNVNYVETSAKTRANVDKVFFDLMREIRARKMEDSKEKNGKKKRKSLAKRIRERCCIL. The miRNA is hsa-miR-3167 with sequence AGGAUUUCAGAAAUACUGGUGU.